This data is from Full USPTO retrosynthesis dataset with 1.9M reactions from patents (1976-2016). The task is: Predict the reactants needed to synthesize the given product. (1) Given the product [CH:17]1[C:18]2[CH:6]([CH2:5][O:4][C:2]([CH:20]([NH2:19])[CH2:21][CH2:22][CH2:23][C:24]3[CH:36]=[CH:35][C:27]([C:28]([O:30][C:31]([CH3:32])([CH3:33])[CH3:34])=[O:29])=[CH:26][CH:25]=3)=[O:3])[C:7]3[C:12](=[CH:11][CH:10]=[CH:9][CH:8]=3)[C:13]=2[CH:14]=[CH:15][CH:16]=1, predict the reactants needed to synthesize it. The reactants are: Cl[C:2]([O:4][CH2:5][CH:6]1[C:18]2[CH:17]=[CH:16][CH:15]=[CH:14][C:13]=2[C:12]2[C:7]1=[CH:8][CH:9]=[CH:10][CH:11]=2)=[O:3].[NH2:19][CH2:20][CH2:21][CH2:22][CH2:23][C:24]1[CH:36]=[CH:35][C:27]([C:28]([O:30][C:31]([CH3:34])([CH3:33])[CH3:32])=[O:29])=[CH:26][CH:25]=1. (2) Given the product [Cl:11][C:4]1[C:3]([S:12]([N:15]2[CH2:20][CH2:19][S:18][CH2:17][CH2:16]2)(=[O:14])=[O:13])=[C:2]([OH:23])[C:7]([N+:8]([O-:10])=[O:9])=[CH:6][CH:5]=1, predict the reactants needed to synthesize it. The reactants are: Cl[C:2]1[C:7]([N+:8]([O-:10])=[O:9])=[CH:6][CH:5]=[C:4]([Cl:11])[C:3]=1[S:12]([N:15]1[CH2:20][CH2:19][S:18][CH2:17][CH2:16]1)(=[O:14])=[O:13].[H-].[Na+].[OH2:23]. (3) Given the product [F:19][C:18]([F:21])([F:20])[C:15]1[CH:16]=[C:17]2[C:12]([CH:11]=[CH:10][N:9]=[C:8]2[NH2:26])=[CH:13][CH:14]=1, predict the reactants needed to synthesize it. The reactants are: O([C:8]1[C:17]2[C:12](=[CH:13][CH:14]=[C:15]([C:18]([F:21])([F:20])[F:19])[CH:16]=2)[CH:11]=[CH:10][N:9]=1)C1C=CC=CC=1.C([O-])(=O)C.[NH4+:26].[OH-].[Na+]. (4) The reactants are: [CH:1]([C:3]1[C:4]([OH:13])=[C:5]([CH:10]=[CH:11][CH:12]=1)[C:6]([O:8][CH3:9])=[O:7])=[O:2].C([O-])([O-])=O.[K+].[K+].[CH2:20](Br)[C:21]1[CH:26]=[CH:25][CH:24]=[CH:23][CH:22]=1. Given the product [CH2:20]([O:13][C:4]1[C:3]([CH:1]=[O:2])=[CH:12][CH:11]=[CH:10][C:5]=1[C:6]([O:8][CH3:9])=[O:7])[C:21]1[CH:26]=[CH:25][CH:24]=[CH:23][CH:22]=1, predict the reactants needed to synthesize it. (5) Given the product [OH:15][CH2:16][CH:17]([NH:20][C:4]1[C:5]2[NH:10][N:9]=[C:8]([CH:11]([CH3:13])[CH3:12])[C:6]=2[N:7]=[C:2]([NH:20][CH:17]([CH2:16][OH:15])[CH2:18][CH3:19])[N:3]=1)[CH2:18][CH3:19], predict the reactants needed to synthesize it. The reactants are: Cl[C:2]1[N:3]=[C:4](Cl)[C:5]2[NH:10][N:9]=[C:8]([CH:11]([CH3:13])[CH3:12])[C:6]=2[N:7]=1.[OH:15][CH2:16][CH:17]([NH2:20])[CH2:18][CH3:19]. (6) Given the product [C:1]([C:5]1[CH:10]=[CH:9][C:8]2[NH:11][C:36]([C:37]3[C:20]4[O:49][CH2:18][CH2:17][NH:16][C:19]=4[CH:21]=[CH:33][CH:32]=3)=[N:12][C:7]=2[CH:6]=1)([CH3:4])([CH3:2])[CH3:3], predict the reactants needed to synthesize it. The reactants are: [C:1]([C:5]1[CH:6]=[C:7]([NH2:12])[C:8]([NH2:11])=[CH:9][CH:10]=1)([CH3:4])([CH3:3])[CH3:2].C([N:16]([CH:19]([CH3:21])[CH3:20])[CH2:17][CH3:18])(C)C.F[P-](F)(F)(F)(F)F.N1(OC(N(C)C)=[N+](C)C)[C:33]2N=C[CH:36]=[CH:37][C:32]=2N=N1.CN(C)C=[O:49]. (7) Given the product [CH:31]1([NH:34][C:2]2[N:6]=[C:5]([CH:7]3[CH2:12][CH:11]([C:13]4[CH:18]=[CH:17][C:16]([C:19]([F:22])([F:21])[F:20])=[CH:15][CH:14]=4)[CH2:10][N:9]([C:23]([N:25]4[CH2:30][CH2:29][O:28][CH2:27][CH2:26]4)=[O:24])[CH2:8]3)[O:4][N:3]=2)[CH2:33][CH2:32]1, predict the reactants needed to synthesize it. The reactants are: Cl[C:2]1[N:6]=[C:5]([CH:7]2[CH2:12][CH:11]([C:13]3[CH:18]=[CH:17][C:16]([C:19]([F:22])([F:21])[F:20])=[CH:15][CH:14]=3)[CH2:10][N:9]([C:23]([N:25]3[CH2:30][CH2:29][O:28][CH2:27][CH2:26]3)=[O:24])[CH2:8]2)[O:4][N:3]=1.[CH:31]1([NH2:34])[CH2:33][CH2:32]1. (8) The reactants are: [C:1]([O:5][C:6](=[O:15])[NH:7][CH2:8][CH:9]1[CH2:14][CH2:13][NH:12][CH2:11][CH2:10]1)([CH3:4])([CH3:3])[CH3:2].CCN(CC)CC.[CH2:23]([S:25](Cl)(=[O:27])=[O:26])[CH3:24]. Given the product [CH2:23]([S:25]([N:12]1[CH2:11][CH2:10][CH:9]([CH2:8][NH:7][C:6](=[O:15])[O:5][C:1]([CH3:4])([CH3:2])[CH3:3])[CH2:14][CH2:13]1)(=[O:27])=[O:26])[CH3:24], predict the reactants needed to synthesize it.